From a dataset of Forward reaction prediction with 1.9M reactions from USPTO patents (1976-2016). Predict the product of the given reaction. (1) Given the reactants [CH3:1][S:2](Cl)(=[O:4])=[O:3].C(N(CC)CC)C.[C:13]([O:16][C@@H:17]1[C@@H:22]([O:23][C:24](=[O:26])[CH3:25])[C@H:21]([O:27][C:28](=[O:30])[CH3:29])[C@@H:20]([S:31][CH3:32])[O:19][C@H:18]1[C:33]1[CH:38]=[CH:37][C:36]([CH3:39])=[C:35]([CH2:40][C:41]2[CH:46]=[CH:45][C:44]([CH2:47][CH2:48][CH2:49][CH2:50][OH:51])=[CH:43][CH:42]=2)[CH:34]=1)(=[O:15])[CH3:14], predict the reaction product. The product is: [C:13]([O:16][C@@H:17]1[C@@H:22]([O:23][C:24](=[O:26])[CH3:25])[C@H:21]([O:27][C:28](=[O:30])[CH3:29])[C@@H:20]([S:31][CH3:32])[O:19][C@H:18]1[C:33]1[CH:38]=[CH:37][C:36]([CH3:39])=[C:35]([CH2:40][C:41]2[CH:42]=[CH:43][C:44]([CH2:47][CH2:48][CH2:49][CH2:50][O:51][S:2]([CH3:1])(=[O:4])=[O:3])=[CH:45][CH:46]=2)[CH:34]=1)(=[O:15])[CH3:14]. (2) Given the reactants [NH2:1][C:2]1[N:3]=[CH:4][C:5]([C:8]2[CH:13]=[CH:12][C:11]([C:14]3[CH:19]=[CH:18][CH:17]=[CH:16][C:15]=3[CH2:20]O)=[CH:10][C:9]=2[F:22])=[N:6][CH:7]=1.O=S(Cl)[Cl:25], predict the reaction product. The product is: [Cl:25][CH2:20][C:15]1[C:14]([C:11]2[CH:12]=[CH:13][C:8]([C:5]3[N:6]=[CH:7][C:2]([NH2:1])=[N:3][CH:4]=3)=[C:9]([F:22])[CH:10]=2)=[CH:19][CH:18]=[CH:17][CH:16]=1. (3) Given the reactants C(=O)([O-])[O-].[Ca+2].[C:6](Cl)(Cl)=[S:7].[NH2:10][C:11]1[CH:16]=[CH:15][C:14]([CH2:17][C:18]([O:20][CH3:21])=[O:19])=[CH:13][C:12]=1[Cl:22].Cl, predict the reaction product. The product is: [Cl:22][C:12]1[CH:13]=[C:14]([CH2:17][C:18]([O:20][CH3:21])=[O:19])[CH:15]=[CH:16][C:11]=1[N:10]=[C:6]=[S:7]. (4) Given the reactants C(=O)=O.CC(C)=O.C1(C[O:15][C:16]2[CH:17]=[C:18]3[C:22](=[CH:23][CH:24]=2)[N:21]([S:25]([C:28]2[CH:29]=[C:30]([CH:35]=[CH:36][CH:37]=2)[C:31]([O:33][CH3:34])=[O:32])(=[O:27])=[O:26])[CH:20]=[CH:19]3)C=CC=CC=1.B(Br)(Br)Br, predict the reaction product. The product is: [OH:15][C:16]1[CH:17]=[C:18]2[C:22](=[CH:23][CH:24]=1)[N:21]([S:25]([C:28]1[CH:29]=[C:30]([CH:35]=[CH:36][CH:37]=1)[C:31]([O:33][CH3:34])=[O:32])(=[O:27])=[O:26])[CH:20]=[CH:19]2. (5) Given the reactants C[O:2][C:3](=O)[CH2:4][CH2:5][C:6]1[C:7](=[O:27])[N:8]([CH2:11][C:12]2[CH:17]=[CH:16][C:15]([NH:18][C:19](=[O:26])[C:20]3[CH:25]=[CH:24][CH:23]=[CH:22][CH:21]=3)=[CH:14][CH:13]=2)[CH2:9][CH:10]=1.CO.[NH2:31][O:32][K].C(O)(=O)C, predict the reaction product. The product is: [OH:32][NH:31][C:3]([CH2:4][CH2:5][C:6]1[C:7](=[O:27])[N:8]([CH2:11][C:12]2[CH:17]=[CH:16][C:15]([NH:18][C:19](=[O:26])[C:20]3[CH:21]=[CH:22][CH:23]=[CH:24][CH:25]=3)=[CH:14][CH:13]=2)[CH2:9][CH:10]=1)=[O:2]. (6) Given the reactants [Cl:1][C:2]1[CH:3]=[N+:4]([O-:27])[CH:5]=[C:6]([Cl:26])[C:7]=1[CH2:8][C@@H:9]([C:11]1[CH:16]=[CH:15][C:14]([O:17][CH:18]([F:20])[F:19])=[C:13]([O:21][CH2:22][CH:23]2[CH2:25][CH2:24]2)[CH:12]=1)[OH:10].C(OC([N:35]1[CH2:39][CH2:38][CH2:37][C@H:36]1[C:40](O)=[O:41])=O)(C)(C)C.C(Cl)CCl, predict the reaction product. The product is: [ClH:1].[Cl:1][C:2]1[CH:3]=[N+:4]([O-:27])[CH:5]=[C:6]([Cl:26])[C:7]=1[CH2:8][C@@H:9]([C:11]1[CH:16]=[CH:15][C:14]([O:17][CH:18]([F:20])[F:19])=[C:13]([O:21][CH2:22][CH:23]2[CH2:25][CH2:24]2)[CH:12]=1)[O:10][C:40]([C@@H:36]1[CH2:37][CH2:38][CH2:39][NH:35]1)=[O:41]. (7) Given the reactants [N:1]1[N:2]=[C:3]([CH:9]2[CH2:14][CH2:13][CH2:12][N:11]([C:15]3[N:20]=[C:19]([NH2:21])[C:18]([N+:22]([O-])=O)=[CH:17][CH:16]=3)[CH2:10]2)[N:4]2[CH2:8][CH2:7][CH2:6][C:5]=12.[CH:25]1([C:28]2[CH:33]=[CH:32][CH:31]=[C:30]([CH:34]=O)[N:29]=2)[CH2:27][CH2:26]1.S(S([O-])=O)([O-])=O.[Na+].[Na+].C(O)C, predict the reaction product. The product is: [CH:25]1([C:28]2[N:29]=[C:30]([C:34]3[NH:21][C:19]4=[N:20][C:15]([N:11]5[CH2:12][CH2:13][CH2:14][CH:9]([C:3]6[N:4]7[CH2:8][CH2:7][CH2:6][C:5]7=[N:1][N:2]=6)[CH2:10]5)=[CH:16][CH:17]=[C:18]4[N:22]=3)[CH:31]=[CH:32][CH:33]=2)[CH2:27][CH2:26]1.